Predict the product of the given reaction. From a dataset of Forward reaction prediction with 1.9M reactions from USPTO patents (1976-2016). (1) Given the reactants [F:1][C:2]([F:7])([F:6])[C:3]([OH:5])=[O:4].[CH2:8]([O:10][CH2:11][C:12]1[N:13]([CH2:26][CH2:27][NH:28]C(=O)OC(C)(C)C)[C:14]2[C:19]([CH3:20])=[C:18]([CH3:21])[N:17]3[N:22]=[N:23][N:24]=[C:16]3[C:15]=2[N:25]=1)[CH3:9].CC(O)C, predict the reaction product. The product is: [F:1][C:2]([F:7])([F:6])[C:3]([OH:5])=[O:4].[CH2:8]([O:10][CH2:11][C:12]1[N:13]([CH2:26][CH2:27][NH2:28])[C:14]2[C:19]([CH3:20])=[C:18]([CH3:21])[N:17]3[N:22]=[N:23][N:24]=[C:16]3[C:15]=2[N:25]=1)[CH3:9]. (2) Given the reactants Br[C:2]1[CH:3]=[C:4]([CH:19]=[CH:20][N:21]=1)[C:5]([NH:7][C:8]1[CH:13]=[CH:12][C:11]([O:14][C:15]([F:18])([F:17])[F:16])=[CH:10][CH:9]=1)=[O:6].[CH3:22][O:23][C:24]1(B(O)O)[N:29]=[CH:28][CH:27]=[CH:26][NH:25]1.C([O-])([O-])=O.[Na+].[Na+].O, predict the reaction product. The product is: [CH3:22][O:23][C:24]1[N:29]=[CH:28][C:27]([C:2]2[CH:3]=[C:4]([CH:19]=[CH:20][N:21]=2)[C:5]([NH:7][C:8]2[CH:13]=[CH:12][C:11]([O:14][C:15]([F:18])([F:17])[F:16])=[CH:10][CH:9]=2)=[O:6])=[CH:26][N:25]=1. (3) Given the reactants [CH:1]1([C:7]2([CH3:15])[N:11]([CH3:12])[C:10](=[O:13])[NH:9][C:8]2=[O:14])[CH2:6][CH2:5][CH2:4][CH2:3][CH2:2]1.Br.Br[CH2:18][C:19]([C:21]1[CH:22]=[N:23][CH:24]=[CH:25][CH:26]=1)=[O:20], predict the reaction product. The product is: [CH:1]1([C:7]2([CH3:15])[N:11]([CH3:12])[C:10](=[O:13])[N:9]([CH2:18][C:19](=[O:20])[C:21]3[CH:22]=[N:23][CH:24]=[CH:25][CH:26]=3)[C:8]2=[O:14])[CH2:2][CH2:3][CH2:4][CH2:5][CH2:6]1. (4) Given the reactants O=[C:2]1[C:11]2[C:6](=[N:7][C:8]([S:12][CH2:13][CH3:14])=[N:9][CH:10]=2)[N:5]=[CH:4][NH:3]1.P12(SP3(SP(SP(S3)(S1)=S)(=S)S2)=S)=[S:16].N1C=CC=CC=1.C, predict the reaction product. The product is: [S:16]=[C:2]1[C:11]2[C:6](=[N:7][C:8]([S:12][CH2:13][CH3:14])=[N:9][CH:10]=2)[N:5]=[CH:4][NH:3]1. (5) Given the reactants [NH2:1][C:2]1[C:7](=[O:8])[NH:6][C:5]2[N:9]=[CH:10][CH:11]=[C:12]([O:13][C:14]3[C:23]4[C:18](=[CH:19][CH:20]=[CH:21][CH:22]=4)[C:17]([NH2:24])=[CH:16][CH:15]=3)[C:4]=2[N:3]=1.[F:25][C:26]1[CH:31]=[CH:30][C:29]([C:32]([F:35])([F:34])[F:33])=[CH:28][C:27]=1[N:36]=[C:37]=[O:38], predict the reaction product. The product is: [NH2:1][C:2]1[C:7](=[O:8])[NH:6][C:5]2[N:9]=[CH:10][CH:11]=[C:12]([O:13][C:14]3[C:23]4[C:18](=[CH:19][CH:20]=[CH:21][CH:22]=4)[C:17]([NH:24][C:37]([NH:36][C:27]4[CH:28]=[C:29]([C:32]([F:33])([F:35])[F:34])[CH:30]=[CH:31][C:26]=4[F:25])=[O:38])=[CH:16][CH:15]=3)[C:4]=2[N:3]=1. (6) The product is: [F:37][CH:38]([F:41])[CH2:39][NH:40][C:2]([C:4]1[CH:9]=[CH:8][C:7]([C:10]2[CH:11]=[CH:12][C:13]3[O:19][CH2:18][CH2:17][N:16]([C:20]([O:22][C:23]([CH3:26])([CH3:25])[CH3:24])=[O:21])[CH2:15][C:14]=3[CH:27]=2)=[CH:6][CH:5]=1)=[O:3]. Given the reactants Cl[C:2]([C:4]1[CH:9]=[CH:8][C:7]([C:10]2[CH:11]=[CH:12][C:13]3[O:19][CH2:18][CH2:17][N:16]([C:20]([O:22][C:23]([CH3:26])([CH3:25])[CH3:24])=[O:21])[CH2:15][C:14]=3[CH:27]=2)=[CH:6][CH:5]=1)=[O:3].CCN(C(C)C)C(C)C.[F:37][CH:38]([F:41])[CH2:39][NH2:40], predict the reaction product. (7) Given the reactants C(N(CC)CC)C.[C:8]([C@H:12]1[CH2:17][CH2:16][C@H:15]([O:18][C:19]2[CH:20]=[C:21]3[C:26](=[CH:27][CH:28]=2)[N:25]=[C:24]([CH:29]=O)[CH:23]=[CH:22]3)[CH2:14][CH2:13]1)([CH3:11])([CH3:10])[CH3:9].Cl.[C:32]([O:36][C:37](=[O:41])[CH2:38][CH2:39][NH2:40])([CH3:35])([CH3:34])[CH3:33].ClCCCl.C(O[BH-](OC(=O)C)OC(=O)C)(=O)C.[Na+], predict the reaction product. The product is: [C:8]([C@H:12]1[CH2:17][CH2:16][C@H:15]([O:18][C:19]2[CH:20]=[C:21]3[C:26](=[CH:27][CH:28]=2)[N:25]=[C:24]([CH2:29][NH:40][CH2:39][CH2:38][C:37]([O:36][C:32]([CH3:35])([CH3:34])[CH3:33])=[O:41])[CH:23]=[CH:22]3)[CH2:14][CH2:13]1)([CH3:11])([CH3:10])[CH3:9].